Dataset: CYP2C19 inhibition data for predicting drug metabolism from PubChem BioAssay. Task: Regression/Classification. Given a drug SMILES string, predict its absorption, distribution, metabolism, or excretion properties. Task type varies by dataset: regression for continuous measurements (e.g., permeability, clearance, half-life) or binary classification for categorical outcomes (e.g., BBB penetration, CYP inhibition). Dataset: cyp2c19_veith. The compound is N#C/C(=C\c1cc([N+](=O)[O-])c(N2CCCCC2)cc1N1CCCCC1)c1nn(-c2ccccc2)c(N)c1C#N. The result is 1 (inhibitor).